Dataset: Full USPTO retrosynthesis dataset with 1.9M reactions from patents (1976-2016). Task: Predict the reactants needed to synthesize the given product. (1) Given the product [OH:41][CH2:40][CH2:39][C:31]1[N:30]([C:2]2[N:10]=[C:9]3[C:5]([N:6]=[C:7]([CH2:12][N:13]4[CH2:18][CH2:17][N:16]([C:19]([CH3:22])([CH3:23])[CH2:20][OH:21])[CH2:15][CH2:14]4)[N:8]3[CH3:11])=[C:4]([N:24]3[CH2:25][CH2:26][O:27][CH2:28][CH2:29]3)[N:3]=2)[C:34]2[CH:35]=[CH:36][CH:37]=[CH:38][C:33]=2[N:32]=1, predict the reactants needed to synthesize it. The reactants are: Cl[C:2]1[N:10]=[C:9]2[C:5]([N:6]=[C:7]([CH2:12][N:13]3[CH2:18][CH2:17][N:16]([C:19]([CH3:23])([CH3:22])[CH2:20][OH:21])[CH2:15][CH2:14]3)[N:8]2[CH3:11])=[C:4]([N:24]2[CH2:29][CH2:28][O:27][CH2:26][CH2:25]2)[N:3]=1.[NH:30]1[C:34]2[CH:35]=[CH:36][CH:37]=[CH:38][C:33]=2[N:32]=[C:31]1[CH2:39][CH2:40][OH:41]. (2) Given the product [N+:1]([C:4]1[CH:15]=[CH:14][CH:13]=[CH:12][C:5]=1[C:6]1[S:11][C:9]([NH2:10])=[N:8][N:7]=1)([O-:3])=[O:2], predict the reactants needed to synthesize it. The reactants are: [N+:1]([C:4]1[CH:15]=[CH:14][CH:13]=[CH:12][C:5]=1[CH:6]=[N:7][NH:8][C:9](=[S:11])[NH2:10])([O-:3])=[O:2].C(O)(=O)CC(CC(O)=O)(C(O)=O)O.O.O.C([O-])(=O)CC(CC([O-])=O)(C([O-])=O)O.[Na+].[Na+].[Na+].[OH-].[NH4+]. (3) Given the product [ClH:24].[ClH:24].[CH2:1]([NH:3][CH2:4][CH2:5][N:6]1[CH2:11][CH2:10][O:9][C:8]2[CH:12]=[C:13]([NH:16][C:17]([C:19]3[S:20][CH:21]=[CH:22][CH:23]=3)=[NH:18])[CH:14]=[CH:15][C:7]1=2)[CH3:2], predict the reactants needed to synthesize it. The reactants are: [CH2:1]([NH:3][CH2:4][CH2:5][N:6]1[CH2:11][CH2:10][O:9][C:8]2[CH:12]=[C:13]([NH:16][C:17]([C:19]3[S:20][CH:21]=[CH:22][CH:23]=3)=[NH:18])[CH:14]=[CH:15][C:7]1=2)[CH3:2].[ClH:24]. (4) Given the product [CH2:12]([O:14][C:15]1[C:16]([CH2:39][N:40]2[CH2:41][CH2:42][CH2:43][CH2:44][CH2:45]2)=[C:17]2[C:22](=[C:23]3[CH2:27][C:26]([CH3:28])([CH3:29])[O:25][C:24]=13)[C:21]([C:30]1[CH:31]=[C:32]([NH:36][C:4]([C:3]3[CH:7]=[CH:8][CH:9]=[CH:10][C:2]=3[C:1]([OH:6])=[O:11])=[O:5])[CH:33]=[CH:34][CH:35]=1)=[N:20][C:19]([CH3:38])([CH3:37])[CH2:18]2)[CH3:13], predict the reactants needed to synthesize it. The reactants are: [C:1]1(=[O:11])[O:6][C:4](=[O:5])[C:3]2=[CH:7][CH:8]=[CH:9][CH:10]=[C:2]12.[CH2:12]([O:14][C:15]1[C:16]([CH2:39][N:40]2[CH2:45][CH2:44][CH2:43][CH2:42][CH2:41]2)=[C:17]2[C:22](=[C:23]3[CH2:27][C:26]([CH3:29])([CH3:28])[O:25][C:24]=13)[C:21]([C:30]1[CH:31]=[C:32]([NH2:36])[CH:33]=[CH:34][CH:35]=1)=[N:20][C:19]([CH3:38])([CH3:37])[CH2:18]2)[CH3:13].C(OC(C)C)(C)C. (5) Given the product [CH2:33]([O:40][C:41]1[CH:46]=[CH:45][C:44]([N:47]2[CH2:52][CH2:51][N:50]([C:14](=[O:16])[CH2:13][CH2:12][C:11]([C:8]3[CH:7]=[CH:6][C:5]([O:4][C:1](=[O:3])[CH3:2])=[CH:10][CH:9]=3)=[O:17])[CH2:49][CH2:48]2)=[CH:43][CH:42]=1)[C:34]1[CH:39]=[CH:38][CH:37]=[CH:36][CH:35]=1, predict the reactants needed to synthesize it. The reactants are: [C:1]([O:4][C:5]1[CH:10]=[CH:9][C:8]([C:11](=[O:17])[CH2:12][CH2:13][C:14]([OH:16])=O)=[CH:7][CH:6]=1)(=[O:3])[CH3:2].C(N(CC)CC)C.ClC(OCC(C)C)=O.[CH2:33]([O:40][C:41]1[CH:46]=[CH:45][C:44]([N:47]2[CH2:52][CH2:51][NH:50][CH2:49][CH2:48]2)=[CH:43][CH:42]=1)[C:34]1[CH:39]=[CH:38][CH:37]=[CH:36][CH:35]=1. (6) Given the product [CH2:1]([O:8][C:9]1[C:10]([C:33]2[CH:34]=[CH:35][C:30]([CH:28]=[O:29])=[CH:31][CH:32]=2)=[CH:11][C:12]([CH2:13][N:14]([CH3:24])[C:15](=[O:23])[CH2:16][CH2:17][CH2:18][CH2:19][CH2:20][CH2:21][CH3:22])=[CH:25][CH:26]=1)[C:2]1[CH:7]=[CH:6][CH:5]=[CH:4][CH:3]=1, predict the reactants needed to synthesize it. The reactants are: [CH2:1]([O:8][C:9]1[CH:26]=[CH:25][C:12]([CH2:13][N:14]([CH3:24])[C:15](=[O:23])[CH2:16][CH2:17][CH2:18][CH2:19][CH2:20][CH2:21][CH3:22])=[CH:11][C:10]=1Br)[C:2]1[CH:7]=[CH:6][CH:5]=[CH:4][CH:3]=1.[CH:28]([C:30]1[CH:35]=[CH:34][C:33](B(O)O)=[CH:32][CH:31]=1)=[O:29]. (7) Given the product [OH:1][C@@H:2]([C:3]1[N:29]([C@@H:30]2[CH2:31][CH2:32][C@H:33]([C:36]#[N:37])[CH2:34][CH2:35]2)[C:21]2=[C:22]3[S:28][CH:27]=[CH:26][C:23]3=[N:24][CH:25]=[C:20]2[N:5]=1)[CH3:6], predict the reactants needed to synthesize it. The reactants are: [OH:1][C@H:2]([CH3:6])[C:3]([NH2:5])=O.F[B-](F)(F)F.C([O+](CC)CC)C.N[C:20]1[C:21]([NH:29][C@@H:30]2[CH2:35][CH2:34][C@H:33]([C:36]#[N:37])[CH2:32][CH2:31]2)=[C:22]2[S:28][CH:27]=[CH:26][C:23]2=[N:24][CH:25]=1. (8) Given the product [OH:26][CH2:25][C@H:24]([NH:27][C:7]([C:5]1[S:6][C:2]([Cl:1])=[CH:3][CH:4]=1)=[O:9])[CH2:23][S:20](=[O:21])(=[O:22])[NH:19][CH:16]1[CH2:17][CH2:18][N:13]([CH:10]([CH3:11])[CH3:12])[CH2:14][CH2:15]1, predict the reactants needed to synthesize it. The reactants are: [Cl:1][C:2]1[S:6][C:5]([C:7]([OH:9])=O)=[CH:4][CH:3]=1.[CH:10]([N:13]1[CH2:18][CH2:17][CH:16]([NH:19][S:20]([CH2:23][C@@H:24]([NH2:27])[CH2:25][OH:26])(=[O:22])=[O:21])[CH2:15][CH2:14]1)([CH3:12])[CH3:11]. (9) Given the product [CH2:2]([CH:1]1[NH:19][CH2:18][CH:17]=[CH:16][NH:15]1)[CH2:3][CH2:4][CH2:5][CH2:6][CH2:7][CH2:8][CH2:9][CH2:10][CH2:11][CH3:12], predict the reactants needed to synthesize it. The reactants are: [C:1](O)(=O)[CH2:2][CH2:3][CH2:4][CH2:5][CH2:6][CH2:7][CH2:8][CH2:9][CH2:10][CH2:11][CH3:12].[NH2:15][CH2:16][CH2:17][CH2:18][NH2:19]. (10) Given the product [Cl:1][C:2]1[CH:3]=[C:4]([C:9]2([C:15]([NH:19][CH3:18])=[O:17])[CH2:14][CH2:13][CH2:12][CH2:11][CH2:10]2)[CH:5]=[CH:6][C:7]=1[Cl:8], predict the reactants needed to synthesize it. The reactants are: [Cl:1][C:2]1[CH:3]=[C:4]([C:9]2([C:15]([OH:17])=O)[CH2:14][CH2:13][CH2:12][CH2:11][CH2:10]2)[CH:5]=[CH:6][C:7]=1[Cl:8].[CH3:18][NH2:19].